This data is from Peptide-MHC class I binding affinity with 185,985 pairs from IEDB/IMGT. The task is: Regression. Given a peptide amino acid sequence and an MHC pseudo amino acid sequence, predict their binding affinity value. This is MHC class I binding data. (1) The peptide sequence is GVFKVWHPI. The MHC is HLA-B15:01 with pseudo-sequence HLA-B15:01. The binding affinity (normalized) is 0.0847. (2) The peptide sequence is FPFKYAAAF. The MHC is Mamu-B8301 with pseudo-sequence Mamu-B8301. The binding affinity (normalized) is 0. (3) The peptide sequence is QSNENEEKI. The MHC is H-2-Db with pseudo-sequence H-2-Db. The binding affinity (normalized) is 0.510. (4) The peptide sequence is DEVEFLGHY. The MHC is HLA-A26:01 with pseudo-sequence HLA-A26:01. The binding affinity (normalized) is 0.158. (5) The peptide sequence is FSPRRHWTT. The MHC is Mamu-A01 with pseudo-sequence Mamu-A01. The binding affinity (normalized) is 0.673. (6) The peptide sequence is NKDTWPDANK. The MHC is Patr-A0301 with pseudo-sequence Patr-A0301. The binding affinity (normalized) is 0. (7) The peptide sequence is WKFDPTLAY. The MHC is Mamu-A2201 with pseudo-sequence Mamu-A2201. The binding affinity (normalized) is 0.289.